This data is from Full USPTO retrosynthesis dataset with 1.9M reactions from patents (1976-2016). The task is: Predict the reactants needed to synthesize the given product. (1) Given the product [F:35][C:33]1([F:36])[CH2:34][CH:32]1[CH2:31][O:17][C:15]1[CH:14]=[CH:13][C:11]2[N:12]=[C:8]([C:7]3[N:6]=[CH:5][C:4]([O:18][CH2:19][C@@H:20]([NH:22][C:23](=[O:24])[O:25][C:32]([CH3:34])([CH3:33])[CH3:31])[CH3:21])=[CH:3][C:2]=3[F:1])[O:9][C:10]=2[CH:16]=1, predict the reactants needed to synthesize it. The reactants are: [F:1][C:2]1[CH:3]=[C:4]([O:18][CH2:19][C@@H:20]([NH:22][C:23](=[O:25])[O-:24])[CH3:21])[CH:5]=[N:6][C:7]=1[C:8]1[O:9][C:10]2[CH:16]=[C:15]([OH:17])[CH:14]=[CH:13][C:11]=2[N:12]=1.CS(O[CH2:31][CH:32]1[CH2:34][C:33]1([F:36])[F:35])(=O)=O.C(=O)([O-])[O-].[K+].[K+].CN(C=O)C. (2) Given the product [CH3:25][C:26]([CH3:39])([CH3:38])[C:27]#[C:28][C:2]1[CH:23]=[CH:22][C:5]([C:6]([NH:8][S:9]([C:12]2[CH:17]=[CH:16][CH:15]=[CH:14][C:13]=2[S:18](=[O:21])(=[O:20])[NH2:19])(=[O:11])=[O:10])=[O:7])=[CH:4][C:3]=1[F:24], predict the reactants needed to synthesize it. The reactants are: Br[C:2]1[CH:23]=[CH:22][C:5]([C:6]([NH:8][S:9]([C:12]2[CH:17]=[CH:16][CH:15]=[CH:14][C:13]=2[S:18](=[O:21])(=[O:20])[NH2:19])(=[O:11])=[O:10])=[O:7])=[CH:4][C:3]=1[F:24].[CH3:25][C:26]([CH3:39])([CH3:38])[C:27]#[C:28]B(OC(C)C)OC(C)C.C(=O)([O-])[O-].[Na+].[Na+]. (3) Given the product [ClH:4].[NH2:6][C@@H:7]1[CH2:12][CH2:11][C@H:10]([C:13]([O:15][CH3:16])=[O:14])[CH2:9][CH2:8]1, predict the reactants needed to synthesize it. The reactants are: S(Cl)([Cl:4])(=O)=O.[NH2:6][C@@H:7]1[CH2:12][CH2:11][C@H:10]([C:13]([OH:15])=[O:14])[CH2:9][CH2:8]1.[CH3:16]O. (4) Given the product [CH2:1]([C:8]1[NH:12][C:11]2[CH:13]=[CH:14][C:15]([CH2:17][NH:18][C:45](=[O:46])[C:44]3[CH:48]=[CH:49][C:41]([OH:40])=[CH:42][CH:43]=3)=[CH:16][C:10]=2[N:9]=1)[C:2]1[CH:3]=[CH:4][CH:5]=[CH:6][CH:7]=1, predict the reactants needed to synthesize it. The reactants are: [CH2:1]([C:8]1[NH:12][C:11]2[CH:13]=[CH:14][C:15]([CH2:17][NH2:18])=[CH:16][C:10]=2[N:9]=1)[C:2]1[CH:7]=[CH:6][CH:5]=[CH:4][CH:3]=1.CCN=C=NCCCN(C)C.C1C=CC2N(O)N=NC=2C=1.[OH:40][C:41]1[CH:49]=[CH:48][C:44]([C:45](O)=[O:46])=[CH:43][CH:42]=1. (5) Given the product [O:1]1[C:5]2[CH:6]=[CH:7][C:8]([C:10]3[O:11][C:12]4[CH:21]=[CH:20][C:19]([NH:22][C:23](=[O:25])[CH3:24])=[CH:18][C:13]=4[C:14](=[O:17])[C:15]=3[O:16][CH2:10][C:8]3[CH:9]=[CH:4][CH:5]=[CH:6][CH:7]=3)=[CH:9][C:4]=2[O:3][CH2:2]1, predict the reactants needed to synthesize it. The reactants are: [O:1]1[C:5]2[CH:6]=[CH:7][C:8]([C:10]3[O:11][C:12]4[CH:21]=[CH:20][C:19]([NH:22][C:23](=[O:25])[CH3:24])=[CH:18][C:13]=4[C:14](=[O:17])[C:15]=3[OH:16])=[CH:9][C:4]=2[O:3][CH2:2]1. (6) The reactants are: F[C:2]1[CH:7]=[CH:6][C:5]([N+:8]([O-:10])=[O:9])=[C:4]([O:11][CH3:12])[C:3]=1[F:13].CS(C)=O.[CH:18]([N:21]1[CH2:26][CH2:25][NH:24][CH2:23][CH2:22]1)([CH3:20])[CH3:19].C(=O)([O-])[O-].[K+].[K+]. Given the product [F:13][C:3]1[C:4]([O:11][CH3:12])=[C:5]([N+:8]([O-:10])=[O:9])[CH:6]=[CH:7][C:2]=1[N:24]1[CH2:25][CH2:26][N:21]([CH:18]([CH3:20])[CH3:19])[CH2:22][CH2:23]1, predict the reactants needed to synthesize it. (7) The reactants are: [C:1](Cl)(=[O:5])[CH:2]([CH3:4])[CH3:3].C(N(CC)CC)C.[Cl:14][C:15]1[CH:20]=[CH:19][C:18]([CH:21]2[CH:25]([C:26]3[CH:31]=[CH:30][C:29]([Cl:32])=[CH:28][CH:27]=3)[NH:24][C:23]([C:33]3[CH:38]=[CH:37][C:36]([O:39][CH3:40])=[CH:35][C:34]=3[O:41][CH3:42])=[N:22]2)=[CH:17][CH:16]=1. Given the product [Cl:14][C:15]1[CH:16]=[CH:17][C:18]([CH:21]2[CH:25]([C:26]3[CH:27]=[CH:28][C:29]([Cl:32])=[CH:30][CH:31]=3)[N:24]([C:1](=[O:5])[CH:2]([CH3:4])[CH3:3])[C:23]([C:33]3[CH:38]=[CH:37][C:36]([O:39][CH3:40])=[CH:35][C:34]=3[O:41][CH3:42])=[N:22]2)=[CH:19][CH:20]=1, predict the reactants needed to synthesize it. (8) Given the product [C:1]([N:9]1[CH2:22][CH2:21][C:20]2[C:19]3[C:18]([O:30][C:24]4[CH:29]=[CH:28][CH:27]=[CH:26][CH:25]=4)=[CH:17][CH:16]=[CH:15][C:14]=3[NH:13][C:12]=2[CH2:11][CH2:10]1)(=[O:8])[C:2]1[CH:7]=[CH:6][CH:5]=[CH:4][CH:3]=1, predict the reactants needed to synthesize it. The reactants are: [C:1]([N:9]1[CH2:22][CH2:21][C:20]2[C:19]3[C:18](Br)=[CH:17][CH:16]=[CH:15][C:14]=3[NH:13][C:12]=2[CH2:11][CH2:10]1)(=[O:8])[C:2]1[CH:7]=[CH:6][CH:5]=[CH:4][CH:3]=1.[C:24]1([OH:30])[CH:29]=[CH:28][CH:27]=[CH:26][CH:25]=1.C(=O)([O-])[O-].[Cs+].[Cs+]. (9) Given the product [N:3]1[N:7]2[CH:8]=[CH:9][N:10]=[CH:11][C:6]2=[C:5]([C:12]([OH:14])=[O:13])[CH:4]=1, predict the reactants needed to synthesize it. The reactants are: [OH-].[Na+].[N:3]1[N:7]2[CH:8]=[CH:9][N:10]=[CH:11][C:6]2=[C:5]([C:12]([O:14]CC)=[O:13])[CH:4]=1.